Dataset: Full USPTO retrosynthesis dataset with 1.9M reactions from patents (1976-2016). Task: Predict the reactants needed to synthesize the given product. Given the product [F:1][C:2]1[CH:10]=[C:9]([C:27]2[O:28][CH:29]=[CH:30][CH:31]=2)[C:8]2[N:7]3[CH2:20][CH2:21][NH:22][C:23](=[O:24])[C:6]3=[C:5]([CH3:25])[C:4]=2[CH:3]=1, predict the reactants needed to synthesize it. The reactants are: [F:1][C:2]1[CH:10]=[C:9](B2OC(C)(C)C(C)(C)O2)[C:8]2[N:7]3[CH2:20][CH2:21][NH:22][C:23](=[O:24])[C:6]3=[C:5]([CH3:25])[C:4]=2[CH:3]=1.Br[C:27]1[O:28][CH:29]=[CH:30][CH:31]=1.